This data is from Full USPTO retrosynthesis dataset with 1.9M reactions from patents (1976-2016). The task is: Predict the reactants needed to synthesize the given product. Given the product [Cl:31][C:32]1[CH:41]=[C:40]2[C:35]([C:36]([N:42]3[CH2:47][CH2:46][N:45]([C:10]([NH:8][CH:1]4[CH2:7][CH2:6][CH2:5][CH2:4][CH2:3][CH2:2]4)=[O:11])[CH2:44][CH2:43]3)=[CH:37][CH:38]=[N:39]2)=[CH:34][CH:33]=1, predict the reactants needed to synthesize it. The reactants are: [CH:1]1([NH2:8])[CH2:7][CH2:6][CH2:5][CH2:4][CH2:3][CH2:2]1.Cl[C:10](OC1C=CC([N+]([O-])=O)=CC=1)=[O:11].C(N(C(C)C)CC)(C)C.[Cl:31][C:32]1[CH:41]=[C:40]2[C:35]([C:36]([N:42]3[CH2:47][CH2:46][NH:45][CH2:44][CH2:43]3)=[CH:37][CH:38]=[N:39]2)=[CH:34][CH:33]=1.